From a dataset of Forward reaction prediction with 1.9M reactions from USPTO patents (1976-2016). Predict the product of the given reaction. The product is: [CH3:1][C:2]1[CH:3]=[CH:4][C:5]([S:9]([CH2:12][CH2:13][CH3:14])(=[O:11])=[O:10])=[C:6]([NH:7][C:18](=[O:19])[CH3:17])[CH:8]=1. Given the reactants [CH3:1][C:2]1[CH:3]=[CH:4][C:5]([S:9]([CH2:12][CH2:13][CH3:14])(=[O:11])=[O:10])=[C:6]([CH:8]=1)[NH2:7].CN1CC[O:19][CH2:18][CH2:17]1.C(Cl)(=O)C, predict the reaction product.